Dataset: Catalyst prediction with 721,799 reactions and 888 catalyst types from USPTO. Task: Predict which catalyst facilitates the given reaction. (1) Reactant: [CH3:1][C:2]1[CH:7]=[C:6]([CH3:8])[CH:5]=[C:4]([CH3:9])[C:3]=1[N:10]=[C:11]([C:13]1[CH:18]=[CH:17][CH:16]=[C:15]([C:19](=O)[CH3:20])[N:14]=1)[CH3:12].[CH2:22]([O:42][C:43]1[C:49]([C:50]2[CH:55]=[CH:54][CH:53]=[CH:52][CH:51]=2)=[CH:48][C:46]([NH2:47])=[CH:45][C:44]=1[C:56]1[CH:61]=[CH:60][CH:59]=[CH:58][CH:57]=1)[CH2:23][CH2:24][CH2:25][CH2:26][CH2:27][CH2:28][CH2:29][CH2:30][CH2:31][CH2:32][CH2:33][CH2:34][CH2:35][CH2:36][CH2:37][CH2:38][CH2:39][CH2:40][CH3:41]. Product: [CH3:1][C:2]1[CH:7]=[C:6]([CH3:8])[CH:5]=[C:4]([CH3:9])[C:3]=1[N:10]=[C:11]([C:13]1[CH:18]=[CH:17][CH:16]=[C:15]([C:19](=[N:47][C:46]2[CH:45]=[C:44]([C:56]3[CH:57]=[CH:58][CH:59]=[CH:60][CH:61]=3)[C:43]([O:42][CH2:22][CH2:23][CH2:24][CH2:25][CH2:26][CH2:27][CH2:28][CH2:29][CH2:30][CH2:31][CH2:32][CH2:33][CH2:34][CH2:35][CH2:36][CH2:37][CH2:38][CH2:39][CH2:40][CH3:41])=[C:49]([C:50]3[CH:55]=[CH:54][CH:53]=[CH:52][CH:51]=3)[CH:48]=2)[CH3:20])[N:14]=1)[CH3:12]. The catalyst class is: 11. (2) Reactant: [NH:1]1[CH:5]=[CH:4][N:3]=[CH:2]1.Cl[C:7]1[CH:12]=CC=CC=1.[OH-:13].[Na+]. Product: [C:5]([N:1]1[CH:7]=[CH:12][N:3]=[CH:2]1)([N:1]1[CH:5]=[CH:4][N:3]=[CH:2]1)=[O:13]. The catalyst class is: 6. (3) Reactant: [Cl:1][C:2]1[CH:10]=[C:9]2[C:5]([CH:6]=[CH:7][NH:8]2)=[CH:4][C:3]=1[F:11].[CH3:12][C:13](OC(C)=O)=[O:14].[NH2:19][C@H:20]([C:23]([OH:25])=[O:24])[CH2:21]O. Product: [C:13]([NH:19][CH:20]([CH2:21][C:6]1[C:5]2[C:9](=[CH:10][C:2]([Cl:1])=[C:3]([F:11])[CH:4]=2)[NH:8][CH:7]=1)[C:23]([OH:25])=[O:24])(=[O:14])[CH3:12]. The catalyst class is: 52. (4) Reactant: [Cl:1][C:2]1[N:3]=[C:4](Cl)[C:5]2[S:10][CH:9]=[CH:8][C:6]=2[N:7]=1.C([Sn](CCCC)(CCCC)[C:17]1[O:18][CH:19]=[CH:20][CH:21]=1)CCC. Product: [Cl:1][C:2]1[N:3]=[C:4]([C:17]2[O:18][CH:19]=[CH:20][CH:21]=2)[C:5]2[S:10][CH:9]=[CH:8][C:6]=2[N:7]=1. The catalyst class is: 233. (5) Reactant: [CH2:1]([OH:9])[C:2]([CH2:7][OH:8])([CH2:5][OH:6])[CH2:3][OH:4].[C:10](O)(=[O:14])[CH2:11][CH2:12][CH3:13].C1(C)C(C)=CC=CC=1. Product: [C:10]([O:4][CH2:3][C:2]([CH2:7][OH:8])([CH2:5][OH:6])[CH2:1][OH:9])(=[O:14])[CH2:11][CH2:12][CH3:13]. The catalyst class is: 6. (6) Reactant: [Cl:1][C:2]1[CH:3]=[CH:4][C:5]([NH:11][C:12](=[O:15])[CH2:13]Cl)=[C:6]([CH:10]=1)[C:7]([OH:9])=[O:8].[CH:16]([NH2:29])([C:23]1[CH:28]=[CH:27][CH:26]=[CH:25][CH:24]=1)[C:17]1[CH:22]=[CH:21][CH:20]=[CH:19][CH:18]=1.[I-].[Na+]. Product: [Cl:1][C:2]1[CH:3]=[CH:4][C:5]([NH:11][C:12](=[O:15])[CH2:13][NH:29][CH:16]([C:17]2[CH:22]=[CH:21][CH:20]=[CH:19][CH:18]=2)[C:23]2[CH:28]=[CH:27][CH:26]=[CH:25][CH:24]=2)=[C:6]([CH:10]=1)[C:7]([OH:9])=[O:8]. The catalyst class is: 39.